From a dataset of Reaction yield outcomes from USPTO patents with 853,638 reactions. Predict the reaction yield, written as a fraction of the theoretical maximum amount of product (1.0 means a 100% yield; for example, 0.34 means a 34% yield). The reactants are [F:1][C:2]1([F:35])[CH2:5][CH:4]([CH2:6][O:7][CH2:8][C:9]2[CH:14]=[C:13]([C:15]([O:17]CC)=[CH2:16])[N:12]=[C:11]([NH:20][C:21]3[CH:26]=[CH:25][C:24]([N:27]4[CH:31]=[C:30]([CH3:32])[N:29]=[CH:28]4)=[C:23]([O:33][CH3:34])[CH:22]=3)[N:10]=2)[CH2:3]1.O.Cl. The catalyst is O1CCOCC1. The product is [F:35][C:2]1([F:1])[CH2:5][CH:4]([CH2:6][O:7][CH2:8][C:9]2[N:10]=[C:11]([NH:20][C:21]3[CH:26]=[CH:25][C:24]([N:27]4[CH:31]=[C:30]([CH3:32])[N:29]=[CH:28]4)=[C:23]([O:33][CH3:34])[CH:22]=3)[N:12]=[C:13]([C:15](=[O:17])[CH3:16])[CH:14]=2)[CH2:3]1. The yield is 1.00.